This data is from NCI-60 drug combinations with 297,098 pairs across 59 cell lines. The task is: Regression. Given two drug SMILES strings and cell line genomic features, predict the synergy score measuring deviation from expected non-interaction effect. (1) Drug 1: C1=CC(=CC=C1CCCC(=O)O)N(CCCl)CCCl. Drug 2: CC1=CC=C(C=C1)C2=CC(=NN2C3=CC=C(C=C3)S(=O)(=O)N)C(F)(F)F. Cell line: SK-MEL-28. Synergy scores: CSS=1.10, Synergy_ZIP=-4.21, Synergy_Bliss=-5.77, Synergy_Loewe=-8.98, Synergy_HSA=-7.62. (2) Drug 1: C1=CC(=CC=C1CCCC(=O)O)N(CCCl)CCCl. Drug 2: C(CC(=O)O)C(=O)CN.Cl. Cell line: IGROV1. Synergy scores: CSS=43.6, Synergy_ZIP=6.86, Synergy_Bliss=7.80, Synergy_Loewe=4.78, Synergy_HSA=9.46. (3) Drug 1: COC1=C(C=C2C(=C1)N=CN=C2NC3=CC(=C(C=C3)F)Cl)OCCCN4CCOCC4. Drug 2: CN(CCCl)CCCl.Cl. Cell line: SK-MEL-5. Synergy scores: CSS=26.3, Synergy_ZIP=-1.16, Synergy_Bliss=2.45, Synergy_Loewe=-1.10, Synergy_HSA=0.0645. (4) Drug 1: C1=CC(=CC=C1CCC2=CNC3=C2C(=O)NC(=N3)N)C(=O)NC(CCC(=O)O)C(=O)O. Drug 2: CCN(CC)CCNC(=O)C1=C(NC(=C1C)C=C2C3=C(C=CC(=C3)F)NC2=O)C. Cell line: UACC-257. Synergy scores: CSS=3.02, Synergy_ZIP=-2.53, Synergy_Bliss=0.115, Synergy_Loewe=-3.67, Synergy_HSA=-0.825. (5) Drug 1: CN(C(=O)NC(C=O)C(C(C(CO)O)O)O)N=O. Drug 2: N.N.Cl[Pt+2]Cl. Cell line: BT-549. Synergy scores: CSS=19.7, Synergy_ZIP=-4.22, Synergy_Bliss=-2.72, Synergy_Loewe=-17.6, Synergy_HSA=-3.85. (6) Drug 1: CC1=C(C=C(C=C1)NC2=NC=CC(=N2)N(C)C3=CC4=NN(C(=C4C=C3)C)C)S(=O)(=O)N.Cl. Drug 2: C1CNP(=O)(OC1)N(CCCl)CCCl. Cell line: M14. Synergy scores: CSS=-0.218, Synergy_ZIP=2.95, Synergy_Bliss=4.09, Synergy_Loewe=0.963, Synergy_HSA=0.716. (7) Drug 1: CNC(=O)C1=CC=CC=C1SC2=CC3=C(C=C2)C(=NN3)C=CC4=CC=CC=N4. Drug 2: CCC1(CC2CC(C3=C(CCN(C2)C1)C4=CC=CC=C4N3)(C5=C(C=C6C(=C5)C78CCN9C7C(C=CC9)(C(C(C8N6C)(C(=O)OC)O)OC(=O)C)CC)OC)C(=O)OC)O.OS(=O)(=O)O. Cell line: HS 578T. Synergy scores: CSS=32.2, Synergy_ZIP=3.07, Synergy_Bliss=3.53, Synergy_Loewe=-22.1, Synergy_HSA=1.61. (8) Drug 1: C(=O)(N)NO. Drug 2: CCC1(CC2CC(C3=C(CCN(C2)C1)C4=CC=CC=C4N3)(C5=C(C=C6C(=C5)C78CCN9C7C(C=CC9)(C(C(C8N6C)(C(=O)OC)O)OC(=O)C)CC)OC)C(=O)OC)O.OS(=O)(=O)O. Cell line: OVCAR3. Synergy scores: CSS=-5.81, Synergy_ZIP=4.63, Synergy_Bliss=3.33, Synergy_Loewe=-3.10, Synergy_HSA=-4.20. (9) Drug 1: COC1=C(C=C2C(=C1)N=CN=C2NC3=CC(=C(C=C3)F)Cl)OCCCN4CCOCC4. Drug 2: CC1OCC2C(O1)C(C(C(O2)OC3C4COC(=O)C4C(C5=CC6=C(C=C35)OCO6)C7=CC(=C(C(=C7)OC)O)OC)O)O. Cell line: SNB-75. Synergy scores: CSS=48.3, Synergy_ZIP=-6.06, Synergy_Bliss=4.89, Synergy_Loewe=6.91, Synergy_HSA=8.89.